This data is from Peptide-MHC class I binding affinity with 185,985 pairs from IEDB/IMGT. The task is: Regression. Given a peptide amino acid sequence and an MHC pseudo amino acid sequence, predict their binding affinity value. This is MHC class I binding data. (1) The peptide sequence is ARLSSPIVL. The MHC is HLA-B51:01 with pseudo-sequence HLA-B51:01. The binding affinity (normalized) is 0.0847. (2) The peptide sequence is STMPLVMAW. The MHC is HLA-B57:01 with pseudo-sequence HLA-B57:01. The binding affinity (normalized) is 0.823. (3) The peptide sequence is RLTILGKDA. The MHC is HLA-A02:02 with pseudo-sequence HLA-A02:02. The binding affinity (normalized) is 0.320. (4) The peptide sequence is ITLFPSYQL. The binding affinity (normalized) is 0.0847. The MHC is HLA-A25:01 with pseudo-sequence HLA-A25:01. (5) The peptide sequence is RLELVNLIQA. The MHC is HLA-A02:01 with pseudo-sequence HLA-A02:01. The binding affinity (normalized) is 0.280. (6) The peptide sequence is FLCKQYLNL. The MHC is HLA-A03:01 with pseudo-sequence HLA-A03:01. The binding affinity (normalized) is 0.